Dataset: Full USPTO retrosynthesis dataset with 1.9M reactions from patents (1976-2016). Task: Predict the reactants needed to synthesize the given product. (1) Given the product [Cl:19][C:6]1[C:5]([C:3]2[N:33]=[C:31]([CH:28]3[CH2:30][CH2:29]3)[O:32][C:2]=2[C:20]2[CH:25]=[CH:24][N:23]=[C:22]([S:26][CH3:27])[N:21]=2)=[CH:10][C:9]([F:11])=[CH:8][C:7]=1[NH:12][C:13](=[O:18])[C:14]([CH3:17])([CH3:16])[CH3:15], predict the reactants needed to synthesize it. The reactants are: Br[CH:2]([C:20]1[CH:25]=[CH:24][N:23]=[C:22]([S:26][CH3:27])[N:21]=1)[C:3]([C:5]1[C:6]([Cl:19])=[C:7]([NH:12][C:13](=[O:18])[C:14]([CH3:17])([CH3:16])[CH3:15])[CH:8]=[C:9]([F:11])[CH:10]=1)=O.[CH:28]1([C:31]([NH2:33])=[O:32])[CH2:30][CH2:29]1. (2) Given the product [O:13]=[C:12]([C:14]1[CH:19]=[CH:18][C:17]([CH3:20])=[CH:16][CH:15]=1)[CH2:11][N:1]1[CH2:5][CH2:4][CH2:3][C:2]1=[N:6][C:7]#[N:8], predict the reactants needed to synthesize it. The reactants are: [NH:1]1[CH2:5][CH2:4][CH2:3][C:2]1=[N:6][C:7]#[N:8].[K].Br[CH2:11][C:12]([C:14]1[CH:19]=[CH:18][C:17]([CH3:20])=[CH:16][CH:15]=1)=[O:13]. (3) Given the product [F:45][C:10]1[CH:9]=[CH:14][CH:13]=[CH:12][C:11]=1[C@@H:15]([C@@H:24]1[CH2:29][CH2:28][CH2:27][N:26]([C:30](=[O:44])[NH:31][CH:32]([CH2:36][C@H:37]2[CH2:43][CH2:42][CH2:41][CH2:40][O:39][CH2:38]2)[CH2:33][NH:34][CH3:35])[CH2:25]1)[O:16][CH2:17][CH2:18][NH:19][C:20](=[O:23])[O:21][CH3:22].[C:2]([OH:3])([C:4]([F:7])([F:6])[F:5])=[O:1], predict the reactants needed to synthesize it. The reactants are: [OH:1][C:2]([C:4]([F:7])([F:6])[F:5])=[O:3].Cl[C:9]1[C:10]([F:45])=[C:11]([C@@H:15]([C@@H:24]2[CH2:29][CH2:28][CH2:27][N:26]([C:30](=[O:44])[NH:31][CH:32]([CH2:36][C@H:37]3[CH2:43][CH2:42][CH2:41][CH2:40][O:39][CH2:38]3)[CH2:33][NH:34][CH3:35])[CH2:25]2)[O:16][CH2:17][CH2:18][NH:19][C:20](=[O:23])[O:21][CH3:22])[CH:12]=[CH:13][CH:14]=1. (4) Given the product [C:23]([C:27]1[N:28]=[C:29]([N:36]2[CH2:37][C:38]3([CH2:39][O:40][CH2:41]3)[CH2:42]2)[C:30]2[C:31](=[N:33][N:34]([CH2:8][C:9]3[N:10]([CH3:5])[C:14]([CH3:15])=[N:12][N:11]=3)[N:35]=2)[N:32]=1)([CH3:26])([CH3:24])[CH3:25], predict the reactants needed to synthesize it. The reactants are: C([C:5]1N=C(N2CCC(F)(F)C2)[C:8]2[C:9](=[N:11][N:12]([CH2:14][CH3:15])N=2)[N:10]=1)(C)(C)C.[C:23]([C:27]1[N:28]=[C:29]([N:36]2[CH2:42][C:38]3([CH2:41][O:40][CH2:39]3)[CH2:37]2)[C:30]2[N:35]=[N:34][NH:33][C:31]=2[N:32]=1)([CH3:26])([CH3:25])[CH3:24].ClCC1N(C2CC2)N=NN=1. (5) Given the product [Cl:5][CH2:4][C@@H:6]([OH:8])[CH2:7][O:15][C:9]1[CH:14]=[CH:13][CH:12]=[CH:11][CH:10]=1, predict the reactants needed to synthesize it. The reactants are: ClCCl.[CH2:4]([C@H:6]1[O:8][CH2:7]1)[Cl:5].[C:9]1([OH:15])[CH:14]=[CH:13][CH:12]=[CH:11][CH:10]=1. (6) Given the product [F:32][C:31]([F:34])([F:33])[C:30]([NH:29][CH2:26][C:27]#[C:28][C:2]1[C:3](=[O:17])[NH:4][C:5](=[O:16])[N:6]([CH:15]=1)[C@@H:7]1[O:14][C@H:11]([CH2:12][OH:13])[C@@H:9]([OH:10])[CH2:8]1)=[O:35], predict the reactants needed to synthesize it. The reactants are: I[C:2]1[C:3](=[O:17])[NH:4][C:5](=[O:16])[N:6]([CH:15]=1)[C@@H:7]1[O:14][C@H:11]([CH2:12][OH:13])[C@@H:9]([OH:10])[CH2:8]1.[Al].C(N(CC)CC)C.[C:26]([NH:29][C:30](=[O:35])[C:31]([F:34])([F:33])[F:32])#[C:27][CH3:28].